This data is from NCI-60 drug combinations with 297,098 pairs across 59 cell lines. The task is: Regression. Given two drug SMILES strings and cell line genomic features, predict the synergy score measuring deviation from expected non-interaction effect. (1) Drug 2: CCCCC(=O)OCC(=O)C1(CC(C2=C(C1)C(=C3C(=C2O)C(=O)C4=C(C3=O)C=CC=C4OC)O)OC5CC(C(C(O5)C)O)NC(=O)C(F)(F)F)O. Synergy scores: CSS=23.9, Synergy_ZIP=4.15, Synergy_Bliss=3.92, Synergy_Loewe=-18.4, Synergy_HSA=3.25. Drug 1: C1CN1P(=S)(N2CC2)N3CC3. Cell line: HS 578T. (2) Drug 1: C1=CC(=C2C(=C1NCCNCCO)C(=O)C3=C(C=CC(=C3C2=O)O)O)NCCNCCO. Drug 2: C(=O)(N)NO. Cell line: M14. Synergy scores: CSS=25.4, Synergy_ZIP=3.29, Synergy_Bliss=5.33, Synergy_Loewe=-38.2, Synergy_HSA=2.05. (3) Drug 1: C1CC(=O)NC(=O)C1N2CC3=C(C2=O)C=CC=C3N. Synergy scores: CSS=0.590, Synergy_ZIP=0.310, Synergy_Bliss=1.87, Synergy_Loewe=-1.13, Synergy_HSA=-1.09. Cell line: HCT-15. Drug 2: CC1=C(C=C(C=C1)C(=O)NC2=CC(=CC(=C2)C(F)(F)F)N3C=C(N=C3)C)NC4=NC=CC(=N4)C5=CN=CC=C5. (4) Drug 1: CNC(=O)C1=CC=CC=C1SC2=CC3=C(C=C2)C(=NN3)C=CC4=CC=CC=N4. Drug 2: B(C(CC(C)C)NC(=O)C(CC1=CC=CC=C1)NC(=O)C2=NC=CN=C2)(O)O. Cell line: 786-0. Synergy scores: CSS=-2.15, Synergy_ZIP=-0.124, Synergy_Bliss=-1.11, Synergy_Loewe=-2.24, Synergy_HSA=-1.47. (5) Cell line: SF-539. Drug 2: C1=CN(C(=O)N=C1N)C2C(C(C(O2)CO)O)O.Cl. Drug 1: COC1=C(C=C2C(=C1)N=CN=C2NC3=CC(=C(C=C3)F)Cl)OCCCN4CCOCC4. Synergy scores: CSS=44.7, Synergy_ZIP=-5.25, Synergy_Bliss=0.669, Synergy_Loewe=-9.52, Synergy_HSA=3.95. (6) Drug 1: CCC1=CC2CC(C3=C(CN(C2)C1)C4=CC=CC=C4N3)(C5=C(C=C6C(=C5)C78CCN9C7C(C=CC9)(C(C(C8N6C)(C(=O)OC)O)OC(=O)C)CC)OC)C(=O)OC.C(C(C(=O)O)O)(C(=O)O)O. Drug 2: C(CN)CNCCSP(=O)(O)O. Cell line: PC-3. Synergy scores: CSS=27.7, Synergy_ZIP=-0.538, Synergy_Bliss=-0.809, Synergy_Loewe=-46.3, Synergy_HSA=-1.30. (7) Drug 1: CNC(=O)C1=CC=CC=C1SC2=CC3=C(C=C2)C(=NN3)C=CC4=CC=CC=N4. Drug 2: CCN(CC)CCNC(=O)C1=C(NC(=C1C)C=C2C3=C(C=CC(=C3)F)NC2=O)C. Cell line: NCI-H522. Synergy scores: CSS=8.22, Synergy_ZIP=-1.34, Synergy_Bliss=2.04, Synergy_Loewe=-3.59, Synergy_HSA=-0.507. (8) Drug 1: CS(=O)(=O)CCNCC1=CC=C(O1)C2=CC3=C(C=C2)N=CN=C3NC4=CC(=C(C=C4)OCC5=CC(=CC=C5)F)Cl. Drug 2: CC1C(C(CC(O1)OC2CC(CC3=C2C(=C4C(=C3O)C(=O)C5=CC=CC=C5C4=O)O)(C(=O)C)O)N)O. Cell line: SK-MEL-2. Synergy scores: CSS=36.3, Synergy_ZIP=1.96, Synergy_Bliss=0.704, Synergy_Loewe=-43.5, Synergy_HSA=-2.23. (9) Drug 1: CN(CC1=CN=C2C(=N1)C(=NC(=N2)N)N)C3=CC=C(C=C3)C(=O)NC(CCC(=O)O)C(=O)O. Drug 2: C1C(C(OC1N2C=NC3=C(N=C(N=C32)Cl)N)CO)O. Cell line: COLO 205. Synergy scores: CSS=44.3, Synergy_ZIP=-6.71, Synergy_Bliss=-6.59, Synergy_Loewe=-5.73, Synergy_HSA=-3.18. (10) Drug 1: CNC(=O)C1=CC=CC=C1SC2=CC3=C(C=C2)C(=NN3)C=CC4=CC=CC=N4. Drug 2: C1CCC(C1)C(CC#N)N2C=C(C=N2)C3=C4C=CNC4=NC=N3. Cell line: MOLT-4. Synergy scores: CSS=13.7, Synergy_ZIP=-5.00, Synergy_Bliss=-3.01, Synergy_Loewe=-15.2, Synergy_HSA=-2.28.